Dataset: Forward reaction prediction with 1.9M reactions from USPTO patents (1976-2016). Task: Predict the product of the given reaction. (1) Given the reactants FC(F)(F)[C:3]1[CH:4]=[C:5]([CH:8]=[CH:9][CH:10]=1)[CH:6]=O.[CH3:13][CH:14]([CH3:33])[CH:15]([C:27]1[CH:32]=[CH:31][CH:30]=[CH:29][CH:28]=1)[C:16]([NH:18][C@@H:19]1[C@@H:26]2[C@@H:22]([CH2:23][NH:24][CH2:25]2)[CH2:21][CH2:20]1)=[O:17].C1(C(C2CCCCC2)[C:41](N[C@@H]2[C@H]3[C@H](CNC3)CC2)=[O:42])CCCCC1, predict the reaction product. The product is: [CH3:41][O:42][C:4]1[CH:3]=[CH:10][CH:9]=[CH:8][C:5]=1[CH2:6][N:24]1[CH2:25][C@@H:26]2[C@@H:19]([NH:18][C:16](=[O:17])[CH:15]([C:27]3[CH:28]=[CH:29][CH:30]=[CH:31][CH:32]=3)[CH:14]([CH3:33])[CH3:13])[CH2:20][CH2:21][C@@H:22]2[CH2:23]1. (2) Given the reactants C[O:2][C:3]([C:5]1[CH:10]=[CH:9][C:8]([C:11]2[CH:16]=[CH:15][C:14]([O:17][CH2:18][CH2:19][CH2:20][O:21][C:22]3[CH:27]=[CH:26][C:25]([CH2:28][C@@H:29]([C:32]([O:34]CC)=[O:33])[O:30][CH3:31])=[CH:24][CH:23]=3)=[CH:13][CH:12]=2)=[CH:7][CH:6]=1)=[O:4].[OH-].[Na+], predict the reaction product. The product is: [C:32]([C@@H:29]([O:30][CH3:31])[CH2:28][C:25]1[CH:24]=[CH:23][C:22]([O:21][CH2:20][CH2:19][CH2:18][O:17][C:14]2[CH:15]=[CH:16][C:11]([C:8]3[CH:9]=[CH:10][C:5]([C:3]([OH:4])=[O:2])=[CH:6][CH:7]=3)=[CH:12][CH:13]=2)=[CH:27][CH:26]=1)([OH:34])=[O:33]. (3) Given the reactants C1(OC2C=CC([S:16](C)(=O)=O)=CC=2C(O)=O)CCCC1.Cl.[CH2:21]([S:23]([C:26]1[CH:27]=[CH:28][C:29]2[O:33][C:32](N3CCNCC3)=[N:31][C:30]=2[CH:40]=1)(=[O:25])=[O:24])[CH3:22], predict the reaction product. The product is: [CH2:21]([S:23]([C:26]1[CH:27]=[CH:28][C:29]2[O:33][C:32]([SH:16])=[N:31][C:30]=2[CH:40]=1)(=[O:25])=[O:24])[CH3:22].